From a dataset of CYP3A4 inhibition data for predicting drug metabolism from PubChem BioAssay. Regression/Classification. Given a drug SMILES string, predict its absorption, distribution, metabolism, or excretion properties. Task type varies by dataset: regression for continuous measurements (e.g., permeability, clearance, half-life) or binary classification for categorical outcomes (e.g., BBB penetration, CYP inhibition). Dataset: cyp3a4_veith. (1) The drug is COC(=O)[C@@H]1CCCN1C(=O)[C@@H](C)CO. The result is 0 (non-inhibitor). (2) The drug is CN(C)CCNC(=S)Nc1cccc(Cl)c1. The result is 0 (non-inhibitor). (3) The drug is Cc1cnc(CNc2cc(-c3ccccc3CN(C)C)ncn2)cn1. The result is 0 (non-inhibitor).